From a dataset of Full USPTO retrosynthesis dataset with 1.9M reactions from patents (1976-2016). Predict the reactants needed to synthesize the given product. (1) Given the product [NH2:1][C:2]1[N:7]=[CH:6][C:5]([C:8]2[CH:13]=[CH:12][C:11]([OH:14])=[CH:10][CH:9]=2)=[C:4]([CH2:15][CH3:16])[C:3]=1[C:24]1[CH:25]=[C:26]2[C:21]([CH:20]=[N:19][NH:18]2)=[CH:22][CH:23]=1, predict the reactants needed to synthesize it. The reactants are: [NH2:1][C:2]1[N:7]=[CH:6][C:5]([C:8]2[CH:13]=[CH:12][C:11]([OH:14])=[CH:10][CH:9]=2)=[C:4]([CH2:15][CH3:16])[C:3]=1Br.[NH:18]1[C:26]2[C:21](=[CH:22][CH:23]=[C:24](B(O)O)[CH:25]=2)[CH:20]=[N:19]1.C([O-])([O-])=O.[K+].[K+].N#N. (2) The reactants are: [N:1]1([C:7]([N:9]2[CH2:14][CH:13]([C:15]3[CH:20]=[CH:19][C:18]([C:21]([F:24])([F:23])[F:22])=[CH:17][CH:16]=3)[CH2:12][CH:11]([C:25](O)=[O:26])[CH2:10]2)=[O:8])[CH2:6][CH2:5][O:4][CH2:3][CH2:2]1.[Cl:28][C:29]1[CH:30]=[C:31]([C:35]([NH:37][NH2:38])=O)[CH:32]=[CH:33][CH:34]=1. Given the product [Cl:28][C:29]1[CH:30]=[C:31]([C:35]2[O:26][C:25]([CH:11]3[CH2:12][CH:13]([C:15]4[CH:16]=[CH:17][C:18]([C:21]([F:24])([F:23])[F:22])=[CH:19][CH:20]=4)[CH2:14][N:9]([C:7]([N:1]4[CH2:2][CH2:3][O:4][CH2:5][CH2:6]4)=[O:8])[CH2:10]3)=[N:38][N:37]=2)[CH:32]=[CH:33][CH:34]=1, predict the reactants needed to synthesize it.